This data is from Peptide-MHC class II binding affinity with 134,281 pairs from IEDB. The task is: Regression. Given a peptide amino acid sequence and an MHC pseudo amino acid sequence, predict their binding affinity value. This is MHC class II binding data. (1) The peptide sequence is TLEALDYKECEWPLT. The MHC is HLA-DQA10501-DQB10302 with pseudo-sequence HLA-DQA10501-DQB10302. The binding affinity (normalized) is 0. (2) The peptide sequence is PPFSRVVHLYRNGKD. The MHC is DRB3_0101 with pseudo-sequence DRB3_0101. The binding affinity (normalized) is 0.362. (3) The peptide sequence is GAMRVTKDTNDNNLY. The MHC is HLA-DQA10201-DQB10301 with pseudo-sequence HLA-DQA10201-DQB10301. The binding affinity (normalized) is 0.196. (4) The peptide sequence is HSRNLINELSERMAG. The MHC is HLA-DQA10401-DQB10402 with pseudo-sequence HLA-DQA10401-DQB10402. The binding affinity (normalized) is 0.158. (5) The peptide sequence is DMKFPGGGQIVGGVY. The MHC is HLA-DQA10501-DQB10301 with pseudo-sequence HLA-DQA10501-DQB10301. The binding affinity (normalized) is 0.700. (6) The peptide sequence is GGESFGIVVAWKVRL. The MHC is HLA-DQA10301-DQB10302 with pseudo-sequence HLA-DQA10301-DQB10302. The binding affinity (normalized) is 0.356. (7) The peptide sequence is SQWGWCGSTDEYCSP. The MHC is HLA-DQA10101-DQB10501 with pseudo-sequence HLA-DQA10101-DQB10501. The binding affinity (normalized) is 0.0677. (8) The peptide sequence is GLDSLTTLLRALGAQ. The MHC is DRB4_0101 with pseudo-sequence DRB4_0103. The binding affinity (normalized) is 0.341. (9) The peptide sequence is IFYDVFFAVANGNEL. The MHC is DRB1_1001 with pseudo-sequence DRB1_1001. The binding affinity (normalized) is 0.594. (10) The peptide sequence is VAPLYGVEGTKTPVS. The MHC is DRB3_0101 with pseudo-sequence DRB3_0101. The binding affinity (normalized) is 0.233.